From a dataset of Peptide-MHC class I binding affinity with 185,985 pairs from IEDB/IMGT. Regression. Given a peptide amino acid sequence and an MHC pseudo amino acid sequence, predict their binding affinity value. This is MHC class I binding data. The peptide sequence is FKRKGGIGGY. The MHC is HLA-A03:01 with pseudo-sequence HLA-A03:01. The binding affinity (normalized) is 0.